Dataset: Reaction yield outcomes from USPTO patents with 853,638 reactions. Task: Predict the reaction yield, written as a fraction of the theoretical maximum amount of product (1.0 means a 100% yield; for example, 0.34 means a 34% yield). (1) The reactants are [CH3:1][C:2]1[NH:6][N:5]=[C:4]([C:7]2[O:11][N:10]=[C:9]([C:12]3[CH:17]=[CH:16][C:15]([O:18][C:19]([F:22])([F:21])[F:20])=[CH:14][CH:13]=3)[N:8]=2)[N:3]=1.C([O-])([O-])=O.[K+].[K+].[Na+].[I-].Cl[CH2:32][C:33]1[S:37][C:36]([Cl:38])=[N:35][CH:34]=1. The catalyst is C1COCC1. The product is [Cl:38][C:36]1[S:37][C:33]([CH2:32][N:6]2[C:2]([CH3:1])=[N:3][C:4]([C:7]3[O:11][N:10]=[C:9]([C:12]4[CH:13]=[CH:14][C:15]([O:18][C:19]([F:22])([F:20])[F:21])=[CH:16][CH:17]=4)[N:8]=3)=[N:5]2)=[CH:34][N:35]=1. The yield is 0.550. (2) The reactants are [CH3:1][C:2]([C:4]1[CH:9]=[CH:8][C:7]([C:10]([F:13])([F:12])[F:11])=[CH:6][C:5]=1[C:14]([F:17])([F:16])[F:15])=[O:3].[Br-:18].[Br-].[Br-].C1([N+](C)(C)C)C=CC=CC=1.C1([N+](C)(C)C)C=CC=CC=1.C1([N+](C)(C)C)C=CC=CC=1. The catalyst is O1CCCC1. The product is [Br:18][CH2:1][C:2]([C:4]1[CH:9]=[CH:8][C:7]([C:10]([F:11])([F:12])[F:13])=[CH:6][C:5]=1[C:14]([F:15])([F:16])[F:17])=[O:3]. The yield is 0.578. (3) The reactants are Cl.[CH2:2]([C:4]([S:30]([CH3:33])(=[O:32])=[O:31])([CH2:15][CH2:16][N:17]1[CH:22]=[CH:21][C:20]([C:23]2[CH:28]=[CH:27][CH:26]=[CH:25][CH:24]=2)=[CH:19][C:18]1=[O:29])[C:5]([NH:7][O:8]C1CCCCO1)=[O:6])[CH3:3]. The catalyst is ClCCl.CO. The product is [CH2:2]([C:4]([S:30]([CH3:33])(=[O:32])=[O:31])([CH2:15][CH2:16][N:17]1[CH:22]=[CH:21][C:20]([C:23]2[CH:28]=[CH:27][CH:26]=[CH:25][CH:24]=2)=[CH:19][C:18]1=[O:29])[C:5]([NH:7][OH:8])=[O:6])[CH3:3]. The yield is 0.270. (4) The reactants are [NH2:1][C@@H:2]1[C:10]2[C:5](=[CH:6][CH:7]=[CH:8][CH:9]=2)[CH2:4][CH2:3]1.[CH3:11]CN(CC)CC.C(OC(OC(OC(C)(C)C)=O)=O)(C)(C)C. The catalyst is C1COCC1. The product is [CH3:11][NH:1][C@@H:2]1[C:10]2[C:5](=[CH:6][CH:7]=[CH:8][CH:9]=2)[CH2:4][CH2:3]1. The yield is 0.770.